From a dataset of Full USPTO retrosynthesis dataset with 1.9M reactions from patents (1976-2016). Predict the reactants needed to synthesize the given product. (1) Given the product [CH2:4]([O:3][C:1]([NH:11][CH:12]([CH2:13][OH:14])[C:15]([O:17][CH3:22])=[O:16])=[O:2])[C:5]1[CH:10]=[CH:9][CH:8]=[CH:7][CH:6]=1, predict the reactants needed to synthesize it. The reactants are: [C:1]([NH:11][C@H:12]([C:15]([OH:17])=[O:16])[CH2:13][OH:14])([O:3][CH2:4][C:5]1[CH:10]=[CH:9][CH:8]=[CH:7][CH:6]=1)=[O:2].S(Cl)(Cl)=O.[CH3:22]O. (2) Given the product [Cl:1][C:2]1[CH:7]=[CH:6][C:5]([O:8][C:25]2[CH:26]=[C:27]([S:31]([CH:34]([CH3:38])[CH2:35][CH2:36][OH:37])(=[O:33])=[O:32])[CH:28]=[CH:29][CH:30]=2)=[CH:4][C:3]=1[C:9]1[C:18]2[C:13](=[C:14]([C:19]([F:20])([F:22])[F:21])[CH:15]=[CH:16][CH:17]=2)[N:12]=[C:11]([CH3:23])[N:10]=1, predict the reactants needed to synthesize it. The reactants are: [Cl:1][C:2]1[CH:7]=[CH:6][C:5]([OH:8])=[CH:4][C:3]=1[C:9]1[C:18]2[C:13](=[C:14]([C:19]([F:22])([F:21])[F:20])[CH:15]=[CH:16][CH:17]=2)[N:12]=[C:11]([CH3:23])[N:10]=1.Br[C:25]1[CH:26]=[C:27]([S:31]([CH:34]([CH3:38])[CH2:35][CH2:36][OH:37])(=[O:33])=[O:32])[CH:28]=[CH:29][CH:30]=1. (3) Given the product [CH2:1]([O:8][C:9]1[CH:14]=[C:13]([C@@:15]2([O:51][CH3:52])[CH2:20][CH2:19][N:18]([C:21]([O:23][C:24]([CH3:27])([CH3:26])[CH3:25])=[O:22])[CH2:17][C@@H:16]2[C:28]([N:30]([CH:48]2[CH2:50][CH2:49]2)[CH2:31][C:32]2[CH:37]=[C:36]([CH2:38][CH2:39][CH2:40][O:41][CH3:42])[CH:35]=[C:34]([O:43][CH2:44][CH2:45][O:46][CH3:47])[CH:33]=2)=[O:29])[CH:12]=[CH:11][N:10]=1)[C:2]1[CH:3]=[CH:4][CH:5]=[CH:6][CH:7]=1, predict the reactants needed to synthesize it. The reactants are: [CH2:1]([O:8][C:9]1[CH:14]=[C:13]([C@@:15]2([OH:51])[CH2:20][CH2:19][N:18]([C:21]([O:23][C:24]([CH3:27])([CH3:26])[CH3:25])=[O:22])[CH2:17][C@@H:16]2[C:28]([N:30]([CH:48]2[CH2:50][CH2:49]2)[CH2:31][C:32]2[CH:37]=[C:36]([CH2:38][CH2:39][CH2:40][O:41][CH3:42])[CH:35]=[C:34]([O:43][CH2:44][CH2:45][O:46][CH3:47])[CH:33]=2)=[O:29])[CH:12]=[CH:11][N:10]=1)[C:2]1[CH:7]=[CH:6][CH:5]=[CH:4][CH:3]=1.[CH3:52]I.[H-].[Na+].